This data is from Peptide-MHC class I binding affinity with 185,985 pairs from IEDB/IMGT. The task is: Regression. Given a peptide amino acid sequence and an MHC pseudo amino acid sequence, predict their binding affinity value. This is MHC class I binding data. (1) The peptide sequence is QYIYMGQPL. The MHC is HLA-A24:02 with pseudo-sequence HLA-A24:02. The binding affinity (normalized) is 0.355. (2) The peptide sequence is IGRGKNHAR. The MHC is HLA-A69:01 with pseudo-sequence HLA-A69:01. The binding affinity (normalized) is 0.0847. (3) The peptide sequence is WPVLGSEVL. The MHC is HLA-B07:02 with pseudo-sequence HLA-B07:02. The binding affinity (normalized) is 0.500. (4) The peptide sequence is KEAYCQEFSL. The MHC is HLA-B44:02 with pseudo-sequence HLA-B44:02. The binding affinity (normalized) is 0.229. (5) The peptide sequence is QYIFTGQPLN. The MHC is HLA-A30:01 with pseudo-sequence HLA-A30:01. The binding affinity (normalized) is 0.160. (6) The peptide sequence is KVFFVNWFR. The MHC is HLA-B27:05 with pseudo-sequence HLA-B27:05. The binding affinity (normalized) is 0.336. (7) The MHC is HLA-A11:01 with pseudo-sequence HLA-A11:01. The binding affinity (normalized) is 0. The peptide sequence is YMDDVVLGA.